Dataset: TCR-epitope binding with 47,182 pairs between 192 epitopes and 23,139 TCRs. Task: Binary Classification. Given a T-cell receptor sequence (or CDR3 region) and an epitope sequence, predict whether binding occurs between them. (1) The epitope is LQPFPQPELPYPQPQ. The TCR CDR3 sequence is CASSEEEAGGFEQFF. Result: 0 (the TCR does not bind to the epitope). (2) The TCR CDR3 sequence is CASSLLERGGADTQYF. Result: 0 (the TCR does not bind to the epitope). The epitope is FLKEKGGL.